From a dataset of Reaction yield outcomes from USPTO patents with 853,638 reactions. Predict the reaction yield, written as a fraction of the theoretical maximum amount of product (1.0 means a 100% yield; for example, 0.34 means a 34% yield). The reactants are [Cl:1][C:2]1[CH:7]=[C:6]([Cl:8])[N:5]=[C:4](S(C)(=O)=O)[N:3]=1.[CH3:13][O:14][CH2:15][C@H:16]([OH:18])[CH3:17].[Li+].C[Si]([N-][Si](C)(C)C)(C)C. The catalyst is C1COCC1. The product is [Cl:1][C:2]1[CH:7]=[C:6]([Cl:8])[N:5]=[C:4]([O:18][C@H:16]([CH3:17])[CH2:15][O:14][CH3:13])[N:3]=1. The yield is 1.00.